This data is from Catalyst prediction with 721,799 reactions and 888 catalyst types from USPTO. The task is: Predict which catalyst facilitates the given reaction. (1) Reactant: C([O:3][C:4]([C:6]1[N:7]=[N:8][N:9]([CH2:11][C:12]2[CH:17]=[CH:16][C:15]([CH2:18][N:19]3[CH:24]=[CH:23][CH:22]=[CH:21][C:20]3=[O:25])=[CH:14][CH:13]=2)[CH:10]=1)=[O:5])C.[OH-].[Li+]. Product: [O:25]=[C:20]1[CH:21]=[CH:22][CH:23]=[CH:24][N:19]1[CH2:18][C:15]1[CH:16]=[CH:17][C:12]([CH2:11][N:9]2[CH:10]=[C:6]([C:4]([OH:5])=[O:3])[N:7]=[N:8]2)=[CH:13][CH:14]=1. The catalyst class is: 20. (2) Reactant: Br[C:2]1[CH:3]=[C:4]([N+:9]([O-:11])=[O:10])[C:5]([CH3:8])=[N:6][CH:7]=1.[CH2:12]([NH:15][C:16](=[O:22])[O:17][C:18]([CH3:21])([CH3:20])[CH3:19])[C:13]#[CH:14]. Product: [CH3:8][C:5]1[N:6]=[CH:7][C:2]([C:14]#[C:13][CH2:12][NH:15][C:16](=[O:22])[O:17][C:18]([CH3:20])([CH3:19])[CH3:21])=[CH:3][C:4]=1[N+:9]([O-:11])=[O:10]. The catalyst class is: 778. (3) Reactant: [CH3:1][C:2]1[NH:6][C:5]2[CH:7]=[CH:8][C:9]([C:11]3[CH:12]=[CH:13][C:14]4[O:20][CH2:19][CH2:18][N:17]([C:21]5[C:26]([CH:27]([CH3:29])[CH3:28])=[C:25]([CH3:30])[N:24]=[C:23](S(C)(=O)=O)[N:22]=5)[CH2:16][C:15]=4[CH:35]=3)=[CH:10][C:4]=2[N:3]=1.[NH2:36][CH:37]1[CH2:40][N:39]([C:41]([O:43][C:44]([CH3:47])([CH3:46])[CH3:45])=[O:42])[CH2:38]1.[Cl-].[Li+]. Product: [CH3:30][C:25]1[C:26]([CH:27]([CH3:29])[CH3:28])=[C:21]([N:17]2[CH2:16][C:15]3[CH:35]=[C:11]([C:9]4[CH:8]=[CH:7][C:5]5[NH:6][C:2]([CH3:1])=[N:3][C:4]=5[CH:10]=4)[CH:12]=[CH:13][C:14]=3[O:20][CH2:19][CH2:18]2)[N:22]=[C:23]([NH:36][CH:37]2[CH2:38][N:39]([C:41]([O:43][C:44]([CH3:47])([CH3:46])[CH3:45])=[O:42])[CH2:40]2)[N:24]=1. The catalyst class is: 37. (4) Reactant: C([O:8][C:9](=[O:42])[C:10]([O:14][C:15]1[CH:20]=[CH:19][CH:18]=[C:17]([CH2:21][CH2:22][N:23]([CH2:35][CH2:36][CH2:37][CH2:38][CH2:39][CH2:40][CH3:41])[C:24]([NH:26][C:27]2[CH:32]=[CH:31][C:30]([F:33])=[CH:29][C:28]=2[F:34])=[O:25])[CH:16]=1)([CH3:13])[CH2:11][CH3:12])C1C=CC=CC=1. Product: [F:34][C:28]1[CH:29]=[C:30]([F:33])[CH:31]=[CH:32][C:27]=1[NH:26][C:24](=[O:25])[N:23]([CH2:22][CH2:21][C:17]1[CH:16]=[C:15]([CH:20]=[CH:19][CH:18]=1)[O:14][C:10]([CH3:13])([CH2:11][CH3:12])[C:9]([OH:42])=[O:8])[CH2:35][CH2:36][CH2:37][CH2:38][CH2:39][CH2:40][CH3:41]. The catalyst class is: 43. (5) Reactant: C(O[C:4](=[O:15])[C:5]([N:10]1[CH:14]=[CH:13][N:12]=[N:11]1)=[CH:6][N:7](C)C)C.[NH:16]([C:18]1[N:23]=[CH:22][N:21]=[C:20]([N:24]2[CH2:27][CH:26]([OH:28])[CH2:25]2)[CH:19]=1)N.C1COCC1.O.C1(C)C=CC(S(O)(=O)=O)=CC=1. Product: [OH:28][CH:26]1[CH2:27][N:24]([C:20]2[N:21]=[CH:22][N:23]=[C:18]([N:16]3[C:4](=[O:15])[C:5]([N:10]4[CH:14]=[CH:13][N:12]=[N:11]4)=[CH:6][NH:7]3)[CH:19]=2)[CH2:25]1. The catalyst class is: 8.